Dataset: Reaction yield outcomes from USPTO patents with 853,638 reactions. Task: Predict the reaction yield, written as a fraction of the theoretical maximum amount of product (1.0 means a 100% yield; for example, 0.34 means a 34% yield). (1) The reactants are Cl[C:2]1[CH:3]=[C:4]2[CH:10]=[CH:9][NH:8][C:5]2=[N:6][CH:7]=1.CO.[OH-].[K+].[CH2:15]([O:22][C:23](=[O:35])[NH:24][C:25]1[CH:30]=[CH:29][C:28]([F:31])=[C:27]([CH:32]=[O:33])[C:26]=1[F:34])[C:16]1[CH:21]=[CH:20][CH:19]=[CH:18][CH:17]=1.Cl. No catalyst specified. The product is [CH2:15]([O:22][C:23](=[O:35])[NH:24][C:25]1[CH:30]=[CH:29][C:28]([F:31])=[C:27]([CH:32]([OH:33])[C:10]2[C:4]3[C:5](=[N:6][CH:7]=[CH:2][CH:3]=3)[NH:8][CH:9]=2)[C:26]=1[F:34])[C:16]1[CH:21]=[CH:20][CH:19]=[CH:18][CH:17]=1. The yield is 0.460. (2) The catalyst is O. The product is [CH:3]1[N:7]=[CH:6][N:5]([CH2:8][C:9]([P:11]([O-:14])([OH:13])=[O:12])([P:15]([O-:17])([OH:18])=[O:16])[OH:10])[CH:4]=1.[OH2:23].[OH2:1].[OH2:10].[OH2:10].[Na+:2].[Na+:2]. The yield is 0.920. The reactants are [OH-:1].[Na+:2].[CH:3]1[N:7]=[CH:6][N:5]([CH2:8][C:9]([P:15]([OH:18])([OH:17])=[O:16])([P:11]([OH:14])([OH:13])=[O:12])[OH:10])[CH:4]=1.CN(C=[O:23])C. (3) The reactants are [CH3:1][CH:2]([CH3:5])[CH2:3][OH:4].[H-].[Na+].[N+:8]([C:11]1[CH:18]=[CH:17][CH:16]=[C:15]([N+]([O-])=O)[C:12]=1[C:13]#[N:14])([O-:10])=[O:9]. The catalyst is C1COCC1. The product is [CH2:3]([O:4][C:15]1[CH:16]=[CH:17][CH:18]=[C:11]([N+:8]([O-:10])=[O:9])[C:12]=1[C:13]#[N:14])[CH:2]([CH3:5])[CH3:1]. The yield is 1.00. (4) The reactants are FC(F)(F)C(O)=O.[NH2:8][CH:9]1[CH2:14][CH2:13][N:12]([CH2:15][CH2:16][N:17]2[C:22]3[CH:23]=[C:24]([O:27][CH3:28])[CH:25]=[CH:26][C:21]=3[O:20][CH2:19][C:18]2=[O:29])[CH2:11][CH2:10]1.[O:30]=[C:31]1[CH2:36][S:35][C:34]2[CH:37]=[CH:38][C:39]([CH:41]=O)=[N:40][C:33]=2[NH:32]1.C([BH3-])#N.[Na+]. No catalyst specified. The product is [CH3:28][O:27][C:24]1[CH:25]=[CH:26][C:21]2[O:20][CH2:19][C:18](=[O:29])[N:17]([CH2:16][CH2:15][N:12]3[CH2:11][CH2:10][CH:9]([NH:8][CH2:41][C:39]4[CH:38]=[CH:37][C:34]5[S:35][CH2:36][C:31](=[O:30])[NH:32][C:33]=5[N:40]=4)[CH2:14][CH2:13]3)[C:22]=2[CH:23]=1. The yield is 0.320. (5) The reactants are [Cl:1][C:2]1[CH:3]=[C:4]([CH:8]=[CH:9][CH:10]=1)[CH2:5][CH2:6]O.C(Br)(Br)(Br)[Br:12]. The catalyst is ClCCl. The product is [Br:12][CH2:6][CH2:5][C:4]1[CH:8]=[CH:9][CH:10]=[C:2]([Cl:1])[CH:3]=1. The yield is 0.710. (6) The reactants are [C:1]1([C:15]2[CH:20]=[CH:19][CH:18]=[CH:17][CH:16]=2)[CH:6]=[CH:5][C:4]([O:7][C:8](=[CH:13][CH3:14])[C:9]([O:11]C)=[O:10])=[CH:3][CH:2]=1.O.[OH-].[Li+]. The catalyst is C1COCC1.O. The product is [C:1]1([C:15]2[CH:16]=[CH:17][CH:18]=[CH:19][CH:20]=2)[CH:6]=[CH:5][C:4]([O:7][C:8](=[CH:13][CH3:14])[C:9]([OH:11])=[O:10])=[CH:3][CH:2]=1. The yield is 0.600. (7) The reactants are [CH3:1][NH2:2].[CH2:3]=O.C[O:6][C:7](=O)[C:8]([OH:29])=[CH:9][C:10](=[O:28])[N:11]([CH2:20][C:21]1[CH:26]=[CH:25][C:24]([F:27])=[CH:23][CH:22]=1)[CH2:12][C:13]1[CH:18]=[CH:17][C:16]([F:19])=[CH:15][CH:14]=1. The catalyst is CC(O)=O. The product is [F:19][C:16]1[CH:15]=[CH:14][C:13]([CH2:12][N:11]([CH2:20][C:21]2[CH:26]=[CH:25][C:24]([F:27])=[CH:23][CH:22]=2)[C:10]([C:9]2[CH2:1][N:2]([CH3:3])[C:7](=[O:6])[C:8]=2[OH:29])=[O:28])=[CH:18][CH:17]=1. The yield is 0.670.